This data is from Forward reaction prediction with 1.9M reactions from USPTO patents (1976-2016). The task is: Predict the product of the given reaction. (1) The product is: [NH:35]1[C:29]2[C:30](=[N:31][CH:32]=[C:27]([C:2]#[C:1][C:3]3[N:7]4[N:8]=[C:9]([C:12]5[CH:13]=[CH:14][C:15]([C:18]([N:20]6[CH2:21][CH2:22][O:23][CH2:24][CH2:25]6)=[O:19])=[CH:16][CH:17]=5)[CH:10]=[CH:11][C:6]4=[N:5][CH:4]=3)[CH:28]=2)[CH:33]=[CH:34]1. Given the reactants [C:1]([C:3]1[N:7]2[N:8]=[C:9]([C:12]3[CH:17]=[CH:16][C:15]([C:18]([N:20]4[CH2:25][CH2:24][O:23][CH2:22][CH2:21]4)=[O:19])=[CH:14][CH:13]=3)[CH:10]=[CH:11][C:6]2=[N:5][CH:4]=1)#[CH:2].I[C:27]1[CH:28]=[C:29]2[NH:35][CH:34]=[CH:33][C:30]2=[N:31][CH:32]=1, predict the reaction product. (2) The product is: [C:27]1([O:26][C:24](=[O:25])[NH:13][C:12]2[CH:14]=[CH:15][C:9]([B:4]3[O:3][C:2]([CH3:16])([CH3:1])[C:6]([CH3:7])([CH3:8])[O:5]3)=[CH:10][CH:11]=2)[CH:32]=[CH:31][CH:30]=[CH:29][CH:28]=1. Given the reactants [CH3:1][C:2]1([CH3:16])[C:6]([CH3:8])([CH3:7])[O:5][B:4]([C:9]2[CH:15]=[CH:14][C:12]([NH2:13])=[CH:11][CH:10]=2)[O:3]1.N1C=CC=CC=1.Cl[C:24]([O:26][C:27]1[CH:32]=[CH:31][C:30]([N+]([O-])=O)=[CH:29][CH:28]=1)=[O:25], predict the reaction product. (3) Given the reactants [N+:1]([C:4]1[CH:13]=[CH:12][CH:11]=[C:10]2[C:5]=1[CH:6]=[CH:7][C:8](Cl)=[N:9]2)([O-])=O.[F:15][C:16]1[CH:17]=[C:18]([S:23](Cl)(=[O:25])=[O:24])[CH:19]=[C:20]([F:22])[CH:21]=1.[NH2:27][C@H:28]1[C:36]2[C:31](=[CH:32][CH:33]=[CH:34][CH:35]=2)[CH2:30][C@H:29]1[OH:37], predict the reaction product. The product is: [F:15][C:16]1[CH:17]=[C:18]([S:23]([NH:1][C:4]2[CH:13]=[CH:12][CH:11]=[C:10]3[C:5]=2[CH:6]=[CH:7][C:8]([NH:27][C@H:28]2[C:36]4[C:31](=[CH:32][CH:33]=[CH:34][CH:35]=4)[CH2:30][C@H:29]2[OH:37])=[N:9]3)(=[O:25])=[O:24])[CH:19]=[C:20]([F:22])[CH:21]=1. (4) Given the reactants [CH3:1][O:2][C:3](=[O:16])[CH2:4][C:5]1[C:14]2[C:9](=[CH:10][CH:11]=[C:12](Br)[CH:13]=2)[CH:8]=[N:7][CH:6]=1.[CH3:17][N:18](C=O)C, predict the reaction product. The product is: [CH3:1][O:2][C:3](=[O:16])[CH2:4][C:5]1[C:14]2[C:9](=[CH:10][CH:11]=[C:12]([C:17]#[N:18])[CH:13]=2)[CH:8]=[N:7][CH:6]=1. (5) Given the reactants CS(C)=O.C(Cl)(=O)C(Cl)=O.[N:11]1[CH:16]=[CH:15][CH:14]=[CH:13][C:12]=1[CH2:17][CH2:18][CH2:19][OH:20].C(N(CC)CC)C, predict the reaction product. The product is: [N:11]1[CH:16]=[CH:15][CH:14]=[CH:13][C:12]=1[CH2:17][CH2:18][CH:19]=[O:20]. (6) Given the reactants [Cl:1][C:2]1[C:3]([O:12][CH3:13])=[C:4]([C:9](=[O:11])[CH3:10])[C:5]([OH:8])=[CH:6][CH:7]=1.O=[C:15]1[CH2:20][CH2:19][N:18]([C:21]([O:23][C:24]([CH3:27])([CH3:26])[CH3:25])=[O:22])[CH2:17][CH2:16]1.N1CCCC1, predict the reaction product. The product is: [C:21]([N:18]1[CH2:17][CH2:16][C:15]2([CH2:10][C:9](=[O:11])[C:4]3[C:5](=[CH:6][CH:7]=[C:2]([Cl:1])[C:3]=3[O:12][CH3:13])[O:8]2)[CH2:20][CH2:19]1)([O:23][C:24]([CH3:27])([CH3:26])[CH3:25])=[O:22].